From a dataset of Forward reaction prediction with 1.9M reactions from USPTO patents (1976-2016). Predict the product of the given reaction. Given the reactants Cl[CH2:2][CH2:3][O:4][C:5]1[C:13]2[C:8](=[N:9][CH:10]=[N:11][C:12]=2[NH:14][C:15]2[CH:20]=[CH:19][C:18]([O:21][C:22]3[CH:23]=[N:24][C:25]([CH3:28])=[CH:26][CH:27]=3)=[C:17]([CH3:29])[CH:16]=2)[NH:7][N:6]=1.[OH:30][CH:31]1[CH2:36][CH2:35][NH:34][CH2:33][CH2:32]1, predict the reaction product. The product is: [CH3:29][C:17]1[CH:16]=[C:15]([NH:14][C:12]2[N:11]=[CH:10][N:9]=[C:8]3[NH:7][N:6]=[C:5]([O:4][CH2:3][CH2:2][N:34]4[CH2:35][CH2:36][CH:31]([OH:30])[CH2:32][CH2:33]4)[C:13]=23)[CH:20]=[CH:19][C:18]=1[O:21][C:22]1[CH:23]=[N:24][C:25]([CH3:28])=[CH:26][CH:27]=1.